The task is: Predict the reactants needed to synthesize the given product.. This data is from Full USPTO retrosynthesis dataset with 1.9M reactions from patents (1976-2016). (1) Given the product [Cl:16][C:17]1[C:18]([O:36][CH3:37])=[C:19](/[C:32](/[CH2:33][CH3:34])=[C:6](/[F:7])\[C:4]([O:3][CH2:2][CH3:1])=[O:5])[CH:20]=[C:21]2[C:26]=1[O:25][C:24]([CH3:28])([CH3:27])[CH:23]=[C:22]2[CH:29]([CH3:30])[CH3:31], predict the reactants needed to synthesize it. The reactants are: [CH3:1][CH2:2][O:3][C:4]([CH:6](P(OCC)(OCC)=O)[F:7])=[O:5].[Cl:16][C:17]1[C:18]([O:36][CH3:37])=[C:19]([C:32](=O)[CH2:33][CH3:34])[CH:20]=[C:21]2[C:26]=1[O:25][C:24]([CH3:28])([CH3:27])[CH:23]=[C:22]2[CH:29]([CH3:31])[CH3:30]. (2) Given the product [CH2:8]([O:12][C:13]1[N:21]=[C:20]2[C:16]([N:17]=[C:18]([O:22][CH3:23])[N:19]2[CH2:33][CH2:34][CH2:35][CH2:36][CH:37]([Cl:38])[CH3:2])=[C:15]([NH2:24])[N:14]=1)[CH2:9][CH2:10][CH3:11], predict the reactants needed to synthesize it. The reactants are: F[C:2](F)(F)C(O)=O.[CH2:8]([O:12][C:13]1[N:21]=[C:20]2[C:16]([N:17]=[C:18]([O:22][CH3:23])[NH:19]2)=[C:15]([NH2:24])[N:14]=1)[CH2:9][CH2:10][CH3:11].C(=O)([O-])[O-].[K+].[K+].BrC[CH2:33][CH2:34][CH2:35][CH2:36][CH2:37][Cl:38]. (3) Given the product [C:3]1([CH:2]([N:9]2[CH:12]([C:13]([O:15][CH2:23][CH3:24])=[O:14])[CH2:21][C:19]([CH3:20])=[CH:18][CH2:17]2)[CH3:1])[CH:8]=[CH:7][CH:6]=[CH:5][CH:4]=1, predict the reactants needed to synthesize it. The reactants are: [CH3:1][CH:2]([NH2:9])[C:3]1[CH:8]=[CH:7][CH:6]=[CH:5][CH:4]=1.C([C:12](=O)[C:13]([O-:15])=[O:14])C.[CH2:17]=[CH:18][C:19](=[CH2:21])[CH3:20].F[C:23](F)(F)[C:24](O)=O.B(F)(F)F.CCOCC.C(=O)(O)[O-].[Na+]. (4) Given the product [C:35]12([CH2:6][CH2:7][O:8][C:19]3[C:18]([Cl:17])=[CH:32][C:22]([C:23]([NH:25][S:26](=[O:31])(=[O:30])[N:27]([CH3:29])[CH3:28])=[O:24])=[C:21]([F:33])[CH:20]=3)[CH2:36][CH:37]3[CH2:43][CH:41]([CH2:40][CH:39]([CH2:38]3)[CH2:44]1)[CH2:42]2, predict the reactants needed to synthesize it. The reactants are: ClC1C(F)=CC(F)=[C:6](C=1)[C:7](NS(C)(=O)=O)=[O:8].[Cl:17][C:18]1[C:19](F)=[CH:20][C:21]([F:33])=[C:22]([CH:32]=1)[C:23]([NH:25][S:26](=[O:31])(=[O:30])[N:27]([CH3:29])[CH3:28])=[O:24].[C:35]12(CO)[CH2:44][CH:39]3[CH2:40][CH:41]([CH2:43][CH:37]([CH2:38]3)[CH2:36]1)[CH2:42]2.C12(C(O)C)CC3CC(CC(C3)C1)C2. (5) Given the product [Cl:12][C:13]1[CH:18]=[CH:17][C:16]([O:8][CH:6]2[CH2:7][N:2]([CH3:1])[CH2:3][C:4]3[O:11][CH:10]=[CH:9][C:5]2=3)=[CH:15][C:14]=1[N+:20]([O-:22])=[O:21], predict the reactants needed to synthesize it. The reactants are: [CH3:1][N:2]1[CH2:7][CH:6]([OH:8])[C:5]2[CH:9]=[CH:10][O:11][C:4]=2[CH2:3]1.[Cl:12][C:13]1[CH:18]=[CH:17][C:16](F)=[CH:15][C:14]=1[N+:20]([O-:22])=[O:21]. (6) Given the product [CH:1]1([O:6][C:7](=[O:26])[C@@H:8]([N:15]([C:33]([O:35][C:36]([CH3:39])([CH3:38])[CH3:37])=[O:34])[CH2:16][C:17]2[CH:22]=[CH:21][CH:20]=[CH:19][C:18]=2[N+:23]([O-:25])=[O:24])[C:9]2[CH:14]=[CH:13][CH:12]=[CH:11][CH:10]=2)[CH2:2][CH2:3][CH2:4][CH2:5]1, predict the reactants needed to synthesize it. The reactants are: [CH:1]1([O:6][C:7](=[O:26])[C@@H:8]([NH:15][CH2:16][C:17]2[CH:22]=[CH:21][CH:20]=[CH:19][C:18]=2[N+:23]([O-:25])=[O:24])[C:9]2[CH:14]=[CH:13][CH:12]=[CH:11][CH:10]=2)[CH2:5][CH2:4][CH2:3][CH2:2]1.C([O-])([O-])=O.[K+].[K+].[C:33](O[C:33]([O:35][C:36]([CH3:39])([CH3:38])[CH3:37])=[O:34])([O:35][C:36]([CH3:39])([CH3:38])[CH3:37])=[O:34].O. (7) Given the product [CH:19]([NH2:18])([C:26]1[CH:27]=[CH:28][CH:29]=[CH:30][CH:31]=1)[C:20]1[CH:25]=[CH:24][CH:23]=[CH:22][CH:21]=1, predict the reactants needed to synthesize it. The reactants are: C[O-].[Na+].CO.[N+](C1C=CC(S([NH:18][CH:19]([C:26]2[CH:31]=[CH:30][CH:29]=[CH:28][CH:27]=2)[C:20]2[CH:25]=[CH:24][CH:23]=[CH:22][CH:21]=2)(=O)=O)=CC=1)([O-])=O.Cl.